Dataset: Full USPTO retrosynthesis dataset with 1.9M reactions from patents (1976-2016). Task: Predict the reactants needed to synthesize the given product. (1) The reactants are: Br[C:2]1[C:3]([C:16]2[CH:21]=[CH:20][CH:19]=[CH:18][CH:17]=2)=[N:4][C:5]2[C:10]([N:11]=1)=[CH:9][C:8]([C:12]([O:14][CH3:15])=[O:13])=[CH:7][CH:6]=2.[F:22][C:23]([F:30])([F:29])[C@H:24]1[CH2:28][CH2:27][CH2:26][NH:25]1. Given the product [C:16]1([C:3]2[C:2]([N:25]3[CH2:26][CH2:27][CH2:28][C@@H:24]3[C:23]([F:30])([F:29])[F:22])=[N:11][C:10]3[C:5](=[CH:6][CH:7]=[C:8]([C:12]([O:14][CH3:15])=[O:13])[CH:9]=3)[N:4]=2)[CH:21]=[CH:20][CH:19]=[CH:18][CH:17]=1, predict the reactants needed to synthesize it. (2) Given the product [O:40]1[CH:41]=[CH:42][C:38]([C@H:16]([C:17]2[CH:18]=[CH:19][C:20]([O:23][CH2:24][CH:25]([O:27][C:28]3[CH:29]=[CH:30][C:31]([C:34]([F:36])([F:35])[F:37])=[CH:32][CH:33]=3)[CH3:26])=[CH:21][CH:22]=2)[CH2:15][C:53]([OH:52])=[O:44])=[N:39]1, predict the reactants needed to synthesize it. The reactants are: C([C@H]1COC(=O)N1C(=O)[CH2:15][C@H:16]([C:38]1[CH:42]=[CH:41][O:40][N:39]=1)[C:17]1[CH:22]=[CH:21][C:20]([O:23][CH2:24][CH:25]([O:27][C:28]2[CH:33]=[CH:32][C:31]([C:34]([F:37])([F:36])[F:35])=[CH:30][CH:29]=2)[CH3:26])=[CH:19][CH:18]=1)C1C=CC=CC=1.[OH:44]O.[OH-].[Li+].Cl.C1[CH2:53][O:52]CC1. (3) Given the product [F:21][C:18]1[N:17]=[CH:16][C:15]([CH2:14][C:11]2([C:22]#[N:23])[CH2:12][CH2:13][NH:8][CH2:9][CH2:10]2)=[CH:20][CH:19]=1, predict the reactants needed to synthesize it. The reactants are: C(OC([N:8]1[CH2:13][CH2:12][C:11]([C:22]#[N:23])([CH2:14][C:15]2[CH:16]=[N:17][C:18]([F:21])=[CH:19][CH:20]=2)[CH2:10][CH2:9]1)=O)(C)(C)C.FC(F)(F)C(O)=O. (4) Given the product [Cl-:26].[Cl-:26].[CH3:1][C:2]1[CH:11]=[CH:10][C:9]2[C:4](=[C:5]([C:12]3([Cr+2:27])[C:16]([CH3:17])=[C:15]([CH3:18])[C:14]([CH3:19])=[C:13]3[CH3:20])[CH:6]=[CH:7][CH:8]=2)[N:3]=1, predict the reactants needed to synthesize it. The reactants are: [CH3:1][C:2]1[CH:11]=[CH:10][C:9]2[C:4](=[C:5]([C:12]3[CH:16]([CH3:17])[C:15]([CH3:18])=[C:14]([CH3:19])[C:13]=3[CH3:20])[CH:6]=[CH:7][CH:8]=2)[N:3]=1.C([Li])CCC.[Cl-:26].[Cr+3:27].[Cl-].[Cl-].